Dataset: Catalyst prediction with 721,799 reactions and 888 catalyst types from USPTO. Task: Predict which catalyst facilitates the given reaction. Reactant: [Cl:1][C:2]1[CH:7]=[C:6]2[NH:8][C:9](=[O:41])[C:10]3([CH:15]([C:16]4[CH:21]=[C:20]([Cl:22])[CH:19]=[CH:18][C:17]=4[O:23][C:24]([C:27]([O:29][CH3:30])=[O:28])([CH3:26])[CH3:25])[CH2:14][C:13](=O)[NH:12][CH:11]3[C:32]3[CH:37]=[C:36]([F:38])[C:35]([F:39])=[CH:34][C:33]=3[CH3:40])[C:5]2=[CH:4][CH:3]=1.P12(SP3(SP(SP(S3)(S1)=S)(=S)S2)=S)=[S:43]. Product: [Cl:1][C:2]1[CH:7]=[C:6]2[NH:8][C:9](=[O:41])[C:10]3([CH:15]([C:16]4[CH:21]=[C:20]([Cl:22])[CH:19]=[CH:18][C:17]=4[O:23][C:24]([C:27]([O:29][CH3:30])=[O:28])([CH3:26])[CH3:25])[CH2:14][C:13](=[S:43])[NH:12][CH:11]3[C:32]3[CH:37]=[C:36]([F:38])[C:35]([F:39])=[CH:34][C:33]=3[CH3:40])[C:5]2=[CH:4][CH:3]=1. The catalyst class is: 182.